Dataset: TCR-epitope binding with 47,182 pairs between 192 epitopes and 23,139 TCRs. Task: Binary Classification. Given a T-cell receptor sequence (or CDR3 region) and an epitope sequence, predict whether binding occurs between them. (1) The epitope is RPPIFIRRL. The TCR CDR3 sequence is CASSQDAEGDYGYTF. Result: 0 (the TCR does not bind to the epitope). (2) The epitope is FLASKIGRLV. The TCR CDR3 sequence is CASSEGWSSGGYTF. Result: 0 (the TCR does not bind to the epitope). (3) The epitope is KLSYGIATV. The TCR CDR3 sequence is CASSGQERVETQYF. Result: 1 (the TCR binds to the epitope). (4) The epitope is LLALHRSYL. The TCR CDR3 sequence is CASSGGGNQPQHF. Result: 0 (the TCR does not bind to the epitope). (5) The epitope is LLMPILTLT. The TCR CDR3 sequence is CASSLGGTGNTIYF. Result: 1 (the TCR binds to the epitope). (6) The epitope is NEGVKAAW. The TCR CDR3 sequence is CASSQGRGLGNIQYF. Result: 0 (the TCR does not bind to the epitope). (7) The epitope is HSKKKCDEL. The TCR CDR3 sequence is CASTYSSPNYGYTF. Result: 0 (the TCR does not bind to the epitope). (8) The epitope is PKYVKQNTLKLAT. The TCR CDR3 sequence is CASSQDQASEGSETQYF. Result: 0 (the TCR does not bind to the epitope). (9) The epitope is LLALHRSYL. The TCR CDR3 sequence is CASSLPTDTQYF. Result: 0 (the TCR does not bind to the epitope).